This data is from Catalyst prediction with 721,799 reactions and 888 catalyst types from USPTO. The task is: Predict which catalyst facilitates the given reaction. (1) Reactant: C(OC1C=C(CN)C=CC=1)CCCCC.[CH2:16]([O:22][C:23]1[CH:24]=[C:25]([CH:38]=[CH:39][CH:40]=1)[CH2:26][NH:27][C:28]1[C:37]2[C:32](=[CH:33][CH:34]=[CH:35][CH:36]=2)[N:31]=[CH:30][CH:29]=1)[CH2:17][CH2:18][CH2:19][CH2:20][CH3:21].C(N(CCC)CCC)CC.ClC1C2C(=CC=CC=2)N=CC=1.CO.C(Cl)Cl. Product: [CH2:16]([O:22][C:23]1[CH:24]=[C:25]([CH:38]=[CH:39][CH:40]=1)[CH2:26][NH:27][C:28]1[C:37]2[C:32](=[CH:33][CH:34]=[CH:35][CH:36]=2)[N:31]=[CH:30][CH:29]=1)[CH2:17][CH2:18][CH2:19][CH2:20][CH3:21]. The catalyst class is: 709. (2) Reactant: [C:1]([C:3]1[CH:8]=[CH:7][C:6]([CH3:9])=[CH:5][CH:4]=1)#[CH:2].[Li]CCCC.[C:15](Cl)(=[O:18])[O:16][CH3:17]. Product: [CH3:17][O:16][C:15](=[O:18])[C:2]#[C:1][C:3]1[CH:8]=[CH:7][C:6]([CH3:9])=[CH:5][CH:4]=1. The catalyst class is: 1.